Dataset: Forward reaction prediction with 1.9M reactions from USPTO patents (1976-2016). Task: Predict the product of the given reaction. (1) The product is: [NH:22]1[C:19]([CH2:18][C:15]2[CH:16]=[CH:17][C:12]3[C:11]4[NH:10][CH2:9][CH2:8][CH2:7][C:6]=4[C:5](=[O:21])[N:4]([CH2:3][O:2][CH3:1])[C:13]=3[CH:14]=2)=[N:20][N:24]=[N:23]1. Given the reactants [CH3:1][O:2][CH2:3][N:4]1[C:13]2[CH:14]=[C:15]([CH2:18][C:19]#[N:20])[CH:16]=[CH:17][C:12]=2[C:11]2[NH:10][CH2:9][CH2:8][CH2:7][C:6]=2[C:5]1=[O:21].[N-:22]=[N+:23]=[N-:24].[Na+].[Cl-].[NH4+], predict the reaction product. (2) Given the reactants [H-].[Al+3].[Li+].[H-].[H-].[H-].O1CCCC1.[C:12]([N:15]1[CH2:19][CH2:18][CH2:17][CH:16]1[C:20]1[C:21]([O:35][C:36]2[CH:37]=[CH:38][C:39]([C:42](OCC)=[O:43])=[N:40][CH:41]=2)=[CH:22][C:23]2[N:27]=[C:26]([C:28]3[CH:33]=[CH:32][CH:31]=[CH:30][N:29]=3)[NH:25][C:24]=2[CH:34]=1)(=[O:14])[CH3:13], predict the reaction product. The product is: [C:12]([N:15]1[CH2:19][CH2:18][CH2:17][CH:16]1[C:20]1[C:21]([O:35][C:36]2[CH:37]=[CH:38][C:39]([CH2:42][OH:43])=[N:40][CH:41]=2)=[CH:22][C:23]2[N:27]=[C:26]([C:28]3[CH:33]=[CH:32][CH:31]=[CH:30][N:29]=3)[NH:25][C:24]=2[CH:34]=1)(=[O:14])[CH3:13]. (3) Given the reactants [C:1]([OH:10])(=[O:9])[C:2]1[C:3](=[CH:5][CH:6]=[CH:7][CH:8]=1)[NH2:4].[CH3:11][O:12][C:13]1[CH:18]=[CH:17][C:16]([CH:19]=O)=[CH:15][N:14]=1, predict the reaction product. The product is: [CH3:11][O:12][C:13]1[N:14]=[CH:15][C:16]([CH2:19][NH:4][C:3]2[CH:5]=[CH:6][CH:7]=[CH:8][C:2]=2[C:1]([OH:10])=[O:9])=[CH:17][CH:18]=1. (4) Given the reactants [Cl:1][C:2]1[CH:23]=[C:22]([Cl:24])[CH:21]=[CH:20][C:3]=1[CH2:4][N:5]1[C:13]2[C:8](=[CH:9][CH:10]=[CH:11][CH:12]=2)[C:7]([CH:14]=[N:15][NH:16][C:17](=[S:19])[NH2:18])=[CH:6]1.Br[CH2:26][C:27]([C:29]1[CH:34]=[CH:33][C:32]([O:35][CH3:36])=[C:31]([O:37][CH3:38])[CH:30]=1)=O, predict the reaction product. The product is: [Cl:1][C:2]1[CH:23]=[C:22]([Cl:24])[CH:21]=[CH:20][C:3]=1[CH2:4][N:5]1[C:13]2[C:8](=[CH:9][CH:10]=[CH:11][CH:12]=2)[C:7]([CH:14]=[N:15][NH:16][C:17]2[S:19][CH:26]=[C:27]([C:29]3[CH:34]=[CH:33][C:32]([O:35][CH3:36])=[C:31]([O:37][CH3:38])[CH:30]=3)[N:18]=2)=[CH:6]1. (5) Given the reactants [Cl:1][C:2]1[CH:27]=[C:26]([O:28][C:29]2[CH:34]=[CH:33][CH:32]=[CH:31][CH:30]=2)[CH:25]=[CH:24][C:3]=1[O:4][CH2:5][CH2:6][CH2:7][O:8][C:9]1[CH:18]=[C:17]2[C:12]([CH2:13][CH2:14][CH:15]([C:19]([O:21][CH2:22][CH3:23])=[O:20])[O:16]2)=[CH:11][CH:10]=1.I[CH3:36], predict the reaction product. The product is: [Cl:1][C:2]1[CH:27]=[C:26]([O:28][C:29]2[CH:30]=[CH:31][CH:32]=[CH:33][CH:34]=2)[CH:25]=[CH:24][C:3]=1[O:4][CH2:5][CH2:6][CH2:7][O:8][C:9]1[CH:18]=[C:17]2[C:12]([CH2:13][CH2:14][C:15]([CH3:36])([C:19]([O:21][CH2:22][CH3:23])=[O:20])[O:16]2)=[CH:11][CH:10]=1.